Dataset: NCI-60 drug combinations with 297,098 pairs across 59 cell lines. Task: Regression. Given two drug SMILES strings and cell line genomic features, predict the synergy score measuring deviation from expected non-interaction effect. Drug 1: CC1=C(C=C(C=C1)NC2=NC=CC(=N2)N(C)C3=CC4=NN(C(=C4C=C3)C)C)S(=O)(=O)N.Cl. Drug 2: C(=O)(N)NO. Cell line: UACC-257. Synergy scores: CSS=0.228, Synergy_ZIP=0.769, Synergy_Bliss=-1.56, Synergy_Loewe=-2.43, Synergy_HSA=-3.35.